Task: Regression. Given two drug SMILES strings and cell line genomic features, predict the synergy score measuring deviation from expected non-interaction effect.. Dataset: NCI-60 drug combinations with 297,098 pairs across 59 cell lines (1) Drug 2: CC(C)(C#N)C1=CC(=CC(=C1)CN2C=NC=N2)C(C)(C)C#N. Drug 1: CC1C(C(CC(O1)OC2CC(OC(C2O)C)OC3=CC4=CC5=C(C(=O)C(C(C5)C(C(=O)C(C(C)O)O)OC)OC6CC(C(C(O6)C)O)OC7CC(C(C(O7)C)O)OC8CC(C(C(O8)C)O)(C)O)C(=C4C(=C3C)O)O)O)O. Cell line: U251. Synergy scores: CSS=47.0, Synergy_ZIP=3.43, Synergy_Bliss=2.89, Synergy_Loewe=-1.32, Synergy_HSA=-1.06. (2) Drug 1: CC1CCC2CC(C(=CC=CC=CC(CC(C(=O)C(C(C(=CC(C(=O)CC(OC(=O)C3CCCCN3C(=O)C(=O)C1(O2)O)C(C)CC4CCC(C(C4)OC)OCCO)C)C)O)OC)C)C)C)OC. Drug 2: CC1C(C(CC(O1)OC2CC(CC3=C2C(=C4C(=C3O)C(=O)C5=CC=CC=C5C4=O)O)(C(=O)C)O)N)O. Cell line: HL-60(TB). Synergy scores: CSS=43.0, Synergy_ZIP=3.26, Synergy_Bliss=3.48, Synergy_Loewe=-10.9, Synergy_HSA=3.11. (3) Cell line: T-47D. Drug 2: C1=CC(=CC=C1CCC2=CNC3=C2C(=O)NC(=N3)N)C(=O)NC(CCC(=O)O)C(=O)O. Drug 1: C1CN1C2=NC(=NC(=N2)N3CC3)N4CC4. Synergy scores: CSS=49.9, Synergy_ZIP=-0.929, Synergy_Bliss=-0.476, Synergy_Loewe=-2.40, Synergy_HSA=3.02. (4) Drug 1: CC1=C(C=C(C=C1)C(=O)NC2=CC(=CC(=C2)C(F)(F)F)N3C=C(N=C3)C)NC4=NC=CC(=N4)C5=CN=CC=C5. Cell line: NCI-H322M. Synergy scores: CSS=-10.4, Synergy_ZIP=5.28, Synergy_Bliss=-0.753, Synergy_Loewe=-9.57, Synergy_HSA=-11.5. Drug 2: C1=CC=C(C=C1)NC(=O)CCCCCCC(=O)NO. (5) Cell line: RXF 393. Synergy scores: CSS=72.0, Synergy_ZIP=1.01, Synergy_Bliss=0.559, Synergy_Loewe=-16.8, Synergy_HSA=3.66. Drug 1: CC=C1C(=O)NC(C(=O)OC2CC(=O)NC(C(=O)NC(CSSCCC=C2)C(=O)N1)C(C)C)C(C)C. Drug 2: CC1C(C(CC(O1)OC2CC(CC3=C2C(=C4C(=C3O)C(=O)C5=C(C4=O)C(=CC=C5)OC)O)(C(=O)CO)O)N)O.Cl. (6) Drug 1: C1=C(C(=O)NC(=O)N1)N(CCCl)CCCl. Cell line: HL-60(TB). Synergy scores: CSS=31.5, Synergy_ZIP=-8.70, Synergy_Bliss=-13.4, Synergy_Loewe=-32.4, Synergy_HSA=-11.3. Drug 2: CC12CCC3C(C1CCC2OP(=O)(O)O)CCC4=C3C=CC(=C4)OC(=O)N(CCCl)CCCl.[Na+]. (7) Drug 1: C1CCC(CC1)NC(=O)N(CCCl)N=O. Drug 2: C1=CC(=CC=C1C#N)C(C2=CC=C(C=C2)C#N)N3C=NC=N3. Cell line: PC-3. Synergy scores: CSS=11.7, Synergy_ZIP=-0.585, Synergy_Bliss=5.26, Synergy_Loewe=3.43, Synergy_HSA=4.07. (8) Drug 1: CNC(=O)C1=CC=CC=C1SC2=CC3=C(C=C2)C(=NN3)C=CC4=CC=CC=N4. Drug 2: C1=CC(=CC=C1CC(C(=O)O)N)N(CCCl)CCCl.Cl. Cell line: LOX IMVI. Synergy scores: CSS=16.7, Synergy_ZIP=-7.20, Synergy_Bliss=0.447, Synergy_Loewe=-1.96, Synergy_HSA=1.58. (9) Drug 1: CN(C)N=NC1=C(NC=N1)C(=O)N. Drug 2: CC1CCC2CC(C(=CC=CC=CC(CC(C(=O)C(C(C(=CC(C(=O)CC(OC(=O)C3CCCCN3C(=O)C(=O)C1(O2)O)C(C)CC4CCC(C(C4)OC)OCCO)C)C)O)OC)C)C)C)OC. Cell line: HT29. Synergy scores: CSS=14.4, Synergy_ZIP=-1.33, Synergy_Bliss=3.56, Synergy_Loewe=-5.50, Synergy_HSA=3.42. (10) Drug 1: CCC(=C(C1=CC=CC=C1)C2=CC=C(C=C2)OCCN(C)C)C3=CC=CC=C3.C(C(=O)O)C(CC(=O)O)(C(=O)O)O. Drug 2: CC1CCC2CC(C(=CC=CC=CC(CC(C(=O)C(C(C(=CC(C(=O)CC(OC(=O)C3CCCCN3C(=O)C(=O)C1(O2)O)C(C)CC4CCC(C(C4)OC)O)C)C)O)OC)C)C)C)OC. Cell line: UO-31. Synergy scores: CSS=8.69, Synergy_ZIP=2.80, Synergy_Bliss=6.52, Synergy_Loewe=-13.9, Synergy_HSA=5.37.